From a dataset of HIV replication inhibition screening data with 41,000+ compounds from the AIDS Antiviral Screen. Binary Classification. Given a drug SMILES string, predict its activity (active/inactive) in a high-throughput screening assay against a specified biological target. (1) The molecule is Cc1ccnc(NC(=S)Nc2ccccc2Cl)c1. The result is 0 (inactive). (2) The drug is O=C(CN1CCCC1=O)CS(=O)(=O)c1ccccc1. The result is 0 (inactive). (3) The compound is CC(C)(C)OC(=O)c1cc(NC(=S)c2ccccc2)ccc1Cl. The result is 1 (active). (4) The molecule is O=C(CCc1ccc(O)cc1)NCCc1ccc(O)cc1. The result is 1 (active). (5) The molecule is Cc1cn(C2CC(N)C(CN)O2)c(=O)[nH]c1=O. The result is 0 (inactive). (6) The drug is Cn1nc(-c2ccccc2)c(C(=O)C=Cc2ccc(F)cc2)c(N2CCCC2)c1=O. The result is 0 (inactive). (7) The compound is FC(F)(F)c1nc2ccc(SSc3ccc4nc(C(F)(F)F)[nH]c4c3)cc2[nH]1. The result is 0 (inactive).